From a dataset of Peptide-MHC class II binding affinity with 134,281 pairs from IEDB. Regression. Given a peptide amino acid sequence and an MHC pseudo amino acid sequence, predict their binding affinity value. This is MHC class II binding data. The peptide sequence is AAAAGWQTLSAALDA. The MHC is DRB4_0101 with pseudo-sequence DRB4_0103. The binding affinity (normalized) is 0.429.